From a dataset of Reaction yield outcomes from USPTO patents with 853,638 reactions. Predict the reaction yield, written as a fraction of the theoretical maximum amount of product (1.0 means a 100% yield; for example, 0.34 means a 34% yield). (1) The reactants are [CH2:1]([C:3]([C:21]1[S:25][C:24]([C:26]([OH:28])=O)=[C:23]([CH3:29])[CH:22]=1)([C:6]1[CH:11]=[CH:10][C:9]([O:12][CH2:13][C:14]([CH2:18][CH3:19])([OH:17])[CH2:15][CH3:16])=[C:8]([CH3:20])[CH:7]=1)[CH2:4][CH3:5])[CH3:2].Cl.[CH3:31][O:32][C:33](=[O:36])[CH2:34][NH2:35]. The catalyst is CN(C=O)C. The product is [CH3:31][O:32][C:33](=[O:36])[CH2:34][NH:35][C:26]([C:24]1[S:25][C:21]([C:3]([CH2:1][CH3:2])([C:6]2[CH:11]=[CH:10][C:9]([O:12][CH2:13][C:14]([CH2:18][CH3:19])([OH:17])[CH2:15][CH3:16])=[C:8]([CH3:20])[CH:7]=2)[CH2:4][CH3:5])=[CH:22][C:23]=1[CH3:29])=[O:28]. The yield is 0.970. (2) The reactants are [Br:1][C:2]1[CH:7]=[CH:6][C:5]([NH:8][C:9]2[C:18]([C:19](O)=[O:20])=[CH:17][C:12]3[C:13]([CH3:16])=[N:14][O:15][C:11]=3[C:10]=2[F:22])=[C:4]([Cl:23])[CH:3]=1.C(N1C=CN=C1)(N1C=CN=C1)=O.[CH3:36][S:37]([NH2:40])(=[O:39])=[O:38].C1CCN2C(=NCCC2)CC1. The catalyst is C1COCC1.CCOC(C)=O. The product is [Br:1][C:2]1[CH:7]=[CH:6][C:5]([NH:8][C:9]2[C:18]([C:19]([NH:40][S:37]([CH3:36])(=[O:39])=[O:38])=[O:20])=[CH:17][C:12]3[C:13]([CH3:16])=[N:14][O:15][C:11]=3[C:10]=2[F:22])=[C:4]([Cl:23])[CH:3]=1. The yield is 0.650. (3) The yield is 0.581. The reactants are [N+:1]([O-:4])([O-])=[O:2].[Na+].[Br:6][C:7]1[CH:12]=[C:11]([CH3:13])[CH:10]=[CH:9][C:8]=1[OH:14]. The product is [Br:6][C:7]1[CH:12]=[C:11]([CH3:13])[CH:10]=[C:9]([N+:1]([O-:4])=[O:2])[C:8]=1[OH:14]. The catalyst is S(=O)(=O)(O)O.O. (4) The reactants are Cl[C:2]1[C:7]([NH2:8])=[C:6]([Cl:9])[N:5]=[CH:4][N:3]=1.[CH:10]([O:13][C:14]1[CH:15]=[C:16]([CH:25]=[C:26]([O:28][CH:29]([CH3:31])[CH3:30])[CH:27]=1)[CH2:17][N:18]1[CH2:23][CH2:22][CH:21]([NH2:24])[CH2:20][CH2:19]1)([CH3:12])[CH3:11]. The catalyst is C(N(C(C)C)C(C)C)C.C(#N)C. The product is [Cl:9][C:6]1[N:5]=[CH:4][N:3]=[C:2]([NH:24][CH:21]2[CH2:22][CH2:23][N:18]([CH2:17][C:16]3[CH:15]=[C:14]([O:13][CH:10]([CH3:11])[CH3:12])[CH:27]=[C:26]([O:28][CH:29]([CH3:31])[CH3:30])[CH:25]=3)[CH2:19][CH2:20]2)[C:7]=1[NH2:8]. The yield is 0.200. (5) The reactants are C(OC([NH:11][CH2:12][CH2:13][C:14]([NH:16][C@@H:17]([CH2:22][CH2:23][CH2:24][CH2:25][NH:26][C:27]([O:29][C:30]([CH3:33])([CH3:32])[CH3:31])=[O:28])[C:18]([O:20][CH3:21])=[O:19])=[O:15])=O)C1C=CC=CC=1.[H][H]. The yield is 1.00. The product is [NH2:11][CH2:12][CH2:13][C:14]([NH:16][C@@H:17]([CH2:22][CH2:23][CH2:24][CH2:25][NH:26][C:27]([O:29][C:30]([CH3:33])([CH3:32])[CH3:31])=[O:28])[C:18]([O:20][CH3:21])=[O:19])=[O:15]. The catalyst is C(O)C.[Pd]. (6) The reactants are [OH:1][CH:2]([C:8]1[CH:9]=[N:10][CH:11]=[C:12]([C:14]2[CH:15]=[C:16]3[C:22](I)=[CH:21][N:20](COCC[Si](C)(C)C)[C:17]3=[N:18][CH:19]=2)[CH:13]=1)[C:3]([N:5]([CH3:7])[CH3:6])=[O:4].[CH3:32][N:33]1[C:37]([Sn](CCCC)(CCCC)CCCC)=[CH:36][C:35]([C:51]([F:54])([F:53])[F:52])=[N:34]1.[F-].[Cs+].C(P(C(C)(C)C)C(C)(C)C)(C)(C)C. The catalyst is [Cu]I.C1C=CC(P(C2C=CC=CC=2)[C-]2C=CC=C2)=CC=1.C1C=CC(P(C2C=CC=CC=2)[C-]2C=CC=C2)=CC=1.Cl[Pd]Cl.[Fe+2].CN(C=O)C. The product is [OH:1][CH:2]([C:8]1[CH:9]=[N:10][CH:11]=[C:12]([C:14]2[CH:15]=[C:16]3[C:22]([C:37]4[N:33]([CH3:32])[N:34]=[C:35]([C:51]([F:54])([F:53])[F:52])[CH:36]=4)=[CH:21][NH:20][C:17]3=[N:18][CH:19]=2)[CH:13]=1)[C:3]([N:5]([CH3:7])[CH3:6])=[O:4]. The yield is 0.0800. (7) The reactants are [C:1]([C:5]1[NH:6][C:7]2[C:12]([CH:13]=1)=[CH:11][C:10]([N+:14]([O-])=O)=[CH:9][C:8]=2[C:17]([O-:19])=[O:18])([CH3:4])([CH3:3])[CH3:2].[CH3:20]O. The product is [NH2:14][C:10]1[CH:11]=[C:12]2[C:7](=[C:8]([C:17]([O:19][CH3:20])=[O:18])[CH:9]=1)[NH:6][C:5]([C:1]([CH3:4])([CH3:3])[CH3:2])=[CH:13]2. The yield is 0.680. The catalyst is [Ni].